From a dataset of Full USPTO retrosynthesis dataset with 1.9M reactions from patents (1976-2016). Predict the reactants needed to synthesize the given product. Given the product [F:63][C:59]1[CH:58]=[C:57]([C@@H:50]([C@@H:51]2[CH2:52][CH2:31][CH2:30][N:29]([C:27](=[O:28])[NH:1][C@@H:2]([CH2:15][CH:16]3[CH2:21][CH2:20][CH2:19][O:18][CH2:17]3)[CH2:3][N:4]([C:5]([O:6][CH2:7][CH2:8][Si:9]([CH3:12])([CH3:11])[CH3:10])=[O:13])[CH3:14])[CH2:33]2)[O:49][CH2:48][CH2:47][NH:46][C:45](=[O:64])[O:44][CH3:43])[CH:62]=[CH:61][CH:60]=1, predict the reactants needed to synthesize it. The reactants are: [NH2:1][C@@H:2]([CH2:15][CH:16]1[CH2:21][CH2:20][CH2:19][O:18][CH2:17]1)[CH2:3][N:4]([CH3:14])[C:5](=[O:13])[O:6][CH2:7][CH2:8][Si:9]([CH3:12])([CH3:11])[CH3:10].C1N=CN([C:27]([N:29]2[CH:33]=N[CH:31]=[CH:30]2)=[O:28])C=1.CCN(C(C)C)C(C)C.[CH3:43][O:44][C:45](=[O:64])[NH:46][CH2:47][CH2:48][O:49][CH:50]([C:57]1[CH:62]=[CH:61][CH:60]=[C:59]([F:63])[CH:58]=1)[CH:51]1CCCN[CH2:52]1.